This data is from Forward reaction prediction with 1.9M reactions from USPTO patents (1976-2016). The task is: Predict the product of the given reaction. (1) Given the reactants Br[C:2]1[CH:3]=[C:4]([O:24][CH3:25])[C:5]2[C:6]3[N:14]=[C:13]([N:15]4[CH2:20][CH2:19][NH:18][CH2:17][CH2:16]4)[N:12]=[C:11]([O:21][CH2:22][CH3:23])[C:7]=3[NH:8][C:9]=2[CH:10]=1.CC1(C)C(C)(C)OB([C:34]2[CH:40]=[CH:39][CH:38]=[CH:37][C:35]=2[NH2:36])O1.[O-]P([O-])([O-])=O.[K+].[K+].[K+].COC1C=CC=C(OC)C=1C1C=CC=CC=1P(C1CCCCC1)C1CCCCC1, predict the reaction product. The product is: [CH2:22]([O:21][C:11]1[C:7]2[NH:8][C:9]3[CH:10]=[C:2]([C:34]4[CH:40]=[CH:39][CH:38]=[CH:37][C:35]=4[NH2:36])[CH:3]=[C:4]([O:24][CH3:25])[C:5]=3[C:6]=2[N:14]=[C:13]([N:15]2[CH2:20][CH2:19][NH:18][CH2:17][CH2:16]2)[N:12]=1)[CH3:23]. (2) Given the reactants [CH3:1][O:2][C:3](=[O:33])[CH2:4][NH:5][C:6]1[CH:11]=[CH:10][C:9]([N:12]2[CH:16]=[C:15]([C:17]3[CH:22]=[CH:21][C:20]([Cl:23])=[CH:19][C:18]=3[Cl:24])[N:14]=[C:13]2[CH2:25][C:26]2[CH:31]=[CH:30][C:29](Br)=[CH:28][CH:27]=2)=[CH:8][CH:7]=1.[CH2:34]([C:37]1[CH:42]=[CH:41][C:40](B(O)O)=[CH:39][CH:38]=1)[CH2:35][CH3:36], predict the reaction product. The product is: [CH3:1][O:2][C:3](=[O:33])[CH2:4][NH:5][C:6]1[CH:11]=[CH:10][C:9]([N:12]2[CH:16]=[C:15]([C:17]3[CH:22]=[CH:21][C:20]([Cl:23])=[CH:19][C:18]=3[Cl:24])[N:14]=[C:13]2[CH2:25][C:26]2[CH:31]=[CH:30][C:29]([C:40]3[CH:41]=[CH:42][C:37]([CH2:34][CH2:35][CH3:36])=[CH:38][CH:39]=3)=[CH:28][CH:27]=2)=[CH:8][CH:7]=1. (3) Given the reactants [Br:1][C:2]1[C:10]2[C:9]3[CH2:11][N:12]([CH2:21][C:22]([F:25])([F:24])[F:23])[C:13](=[O:20])[C@H:14]([CH2:16][C:17](O)=[O:18])[CH2:15][C:8]=3[CH:7]=[C:6]([Br:26])[C:5]=2[NH:4][N:3]=1.C(N(CC)C(C)C)(C)C.CN(C(ON1N=NC2C=CC=CC1=2)=[N+](C)C)C.[B-](F)(F)(F)F.Cl.Cl.[NH:60]1[CH2:65][CH2:64][CH:63]([N:66]2[C:74]3[C:69](=[N:70][CH:71]=[CH:72][CH:73]=3)[NH:68][C:67]2=[O:75])[CH2:62][CH2:61]1, predict the reaction product. The product is: [Br:1][C:2]1[C:10]2[C:9]3[CH2:11][N:12]([CH2:21][C:22]([F:25])([F:23])[F:24])[C:13](=[O:20])[C@H:14]([CH2:16][C:17](=[O:18])[N:60]4[CH2:61][CH2:62][CH:63]([N:66]5[C:74]6[C:69](=[N:70][CH:71]=[CH:72][CH:73]=6)[NH:68][C:67]5=[O:75])[CH2:64][CH2:65]4)[CH2:15][C:8]=3[CH:7]=[C:6]([Br:26])[C:5]=2[NH:4][N:3]=1. (4) Given the reactants CO[C:3](=[O:21])[CH2:4][C:5]1[CH2:6][CH2:7][N:8]([C:11]([O:13][CH2:14][C:15]2[CH:20]=[CH:19][CH:18]=[CH:17][CH:16]=2)=[O:12])[CH2:9][CH:10]=1.[NH2:22][C:23]1[C:28]([Br:29])=[CH:27][CH:26]=[CH:25][N:24]=1, predict the reaction product. The product is: [Br:29][C:28]1[C:23]([NH:22][C:3](=[O:21])[CH2:4][C:5]2[CH2:6][CH2:7][N:8]([C:11]([O:13][CH2:14][C:15]3[CH:16]=[CH:17][CH:18]=[CH:19][CH:20]=3)=[O:12])[CH2:9][CH:10]=2)=[N:24][CH:25]=[CH:26][CH:27]=1. (5) Given the reactants [N:1]1[CH:2]=[CH:3][N:4]2[CH2:9][CH2:8][NH:7][CH2:6][C:5]=12.[C:10](O[C:10]([O:12][C:13]([CH3:16])([CH3:15])[CH3:14])=[O:11])([O:12][C:13]([CH3:16])([CH3:15])[CH3:14])=[O:11], predict the reaction product. The product is: [N:1]1[CH:2]=[CH:3][N:4]2[CH2:9][CH2:8][N:7]([C:10]([O:12][C:13]([CH3:16])([CH3:15])[CH3:14])=[O:11])[CH2:6][C:5]=12. (6) Given the reactants [N:1]1([CH2:6][C:7]2[CH:12]=[CH:11][C:10]([C@H:13]3[CH2:16][C@H:15]([CH2:17][N:18]4[CH2:23][CH2:22][NH:21][CH2:20][CH2:19]4)[CH2:14]3)=[CH:9][CH:8]=2)[CH2:5][CH2:4][CH2:3][CH2:2]1.CC1C=CC(S(O)(=O)=O)=CC=1.N1(CC2C=CC(C3CC(CN4CCNCC4)C3)=CC=2)CCCC1.C(N(C(C)C)CC)(C)C.[C:67](Cl)(=[O:71])[CH:68]([CH3:70])[CH3:69], predict the reaction product. The product is: [CH3:69][CH:68]([CH3:70])[C:67]([N:21]1[CH2:20][CH2:19][N:18]([CH2:17][C@H:15]2[CH2:16][C@H:13]([C:10]3[CH:9]=[CH:8][C:7]([CH2:6][N:1]4[CH2:2][CH2:3][CH2:4][CH2:5]4)=[CH:12][CH:11]=3)[CH2:14]2)[CH2:23][CH2:22]1)=[O:71]. (7) Given the reactants [F:1][C:2]([F:18])([F:17])[CH:3]([C:5]1[CH:10]=[CH:9][CH:8]=[CH:7][C:6]=1[C:11]1[CH:16]=[CH:15][N:14]=[CH:13][CH:12]=1)[OH:4].[Cl:19][C:20]1[CH:25]=[C:24](Cl)[N:23]=[CH:22][N:21]=1.C(=O)([O-])[O-].[Cs+].[Cs+].O1CCOCC1, predict the reaction product. The product is: [Cl:19][C:20]1[CH:25]=[C:24]([O:4][CH:3]([C:5]2[CH:10]=[CH:9][CH:8]=[CH:7][C:6]=2[C:11]2[CH:16]=[CH:15][N:14]=[CH:13][CH:12]=2)[C:2]([F:1])([F:17])[F:18])[N:23]=[CH:22][N:21]=1.